Dataset: Catalyst prediction with 721,799 reactions and 888 catalyst types from USPTO. Task: Predict which catalyst facilitates the given reaction. (1) Reactant: [C:1]([O:4][CH:5]=[CH2:6])(=[O:3])[CH3:2].[Cl:7][C:8]1[CH:9]=[C:10]([N:14]2[N:18]=[C:17](C(O)C)[CH:16]=[N:15]2)[CH:11]=[CH:12][CH:13]=1. Product: [C:1]([O:4][C@@H:5]([C:16]1[CH:17]=[N:18][N:14]([C:10]2[CH:11]=[CH:12][CH:13]=[C:8]([Cl:7])[CH:9]=2)[N:15]=1)[CH3:6])(=[O:3])[CH3:2]. The catalyst class is: 11. (2) Reactant: O1CCOCC1.I[C:8]1[CH:9]=[C:10]([C:16]2[CH:20]=[C:19]([C:21]([O:23][CH3:24])=[O:22])[O:18][N:17]=2)[CH:11]=[CH:12][C:13]=1[O:14][CH3:15].[B:25]1([B:25]2[O:29][C:28]([CH3:31])([CH3:30])[C:27]([CH3:33])([CH3:32])[O:26]2)[O:29][C:28]([CH3:31])([CH3:30])[C:27]([CH3:33])([CH3:32])[O:26]1.C([O-])(=O)C.[K+]. Product: [CH3:15][O:14][C:13]1[CH:12]=[CH:11][C:10]([C:16]2[CH:20]=[C:19]([C:21]([O:23][CH3:24])=[O:22])[O:18][N:17]=2)=[CH:9][C:8]=1[B:25]1[O:29][C:28]([CH3:31])([CH3:30])[C:27]([CH3:33])([CH3:32])[O:26]1. The catalyst class is: 16.